From a dataset of Catalyst prediction with 721,799 reactions and 888 catalyst types from USPTO. Predict which catalyst facilitates the given reaction. Reactant: Cl[CH2:2][C:3]([NH:5][C:6]1[CH:19]=[CH:18][C:17]2[C:16](=[O:20])[C:15]3[C:10](=[CH:11][C:12]([NH:21][C:22](=[O:25])[CH2:23]Cl)=[CH:13][CH:14]=3)[C:9](=[O:26])[C:8]=2[CH:7]=1)=[O:4].[CH3:27][NH:28][CH3:29].[N:30]1[CH:35]=CC=C[CH:31]=1. Product: [CH3:27][N:28]([CH3:29])[CH2:2][C:3]([NH:5][C:6]1[CH:19]=[CH:18][C:17]2[C:16](=[O:20])[C:15]3[C:10](=[CH:11][C:12]([NH:21][C:22](=[O:25])[CH2:23][N:30]([CH3:35])[CH3:31])=[CH:13][CH:14]=3)[C:9](=[O:26])[C:8]=2[CH:7]=1)=[O:4]. The catalyst class is: 9.